Task: Predict the reactants needed to synthesize the given product.. Dataset: Full USPTO retrosynthesis dataset with 1.9M reactions from patents (1976-2016) (1) Given the product [CH3:1][O:2][C:3]1[CH:10]=[C:9]([O:11][CH3:12])[C:8]([C:13]2[S:14][CH:15]=[CH:16][N:17]=2)=[CH:7][C:4]=1/[CH:5]=[CH:19]/[C:18]([C:21]1[CH:29]=[CH:28][C:24]([C:25]([OH:27])=[O:26])=[CH:23][CH:22]=1)=[O:20], predict the reactants needed to synthesize it. The reactants are: [CH3:1][O:2][C:3]1[CH:10]=[C:9]([O:11][CH3:12])[C:8]([C:13]2[S:14][CH:15]=[CH:16][N:17]=2)=[CH:7][C:4]=1[CH:5]=O.[C:18]([C:21]1[CH:29]=[CH:28][C:24]([C:25]([OH:27])=[O:26])=[CH:23][CH:22]=1)(=[O:20])[CH3:19]. (2) Given the product [C:13]([CH2:18][C:19]([O-:21])=[O:20])(=[O:17])[CH:14]([CH3:16])[CH3:15].[Ag+:26], predict the reactants needed to synthesize it. The reactants are: N(CCO)CCO.CCOCC.[C:13]([CH2:18][C:19]([OH:21])=[O:20])(=[O:17])[CH:14]([CH3:16])[CH3:15].[N+]([O-])([O-])=O.[Ag+:26].